The task is: Predict which catalyst facilitates the given reaction.. This data is from Catalyst prediction with 721,799 reactions and 888 catalyst types from USPTO. (1) Reactant: [CH:1](=[N:8][OH:9])[C:2]1[CH:7]=[CH:6][CH:5]=[CH:4][CH:3]=1.ClN1C(=O)CCC1=O.C(N(CC)CC)C.[OH:25][N:26]=[C:27]([Cl:34])[C:28]1[CH:33]=[CH:32][CH:31]=[CH:30][CH:29]=1.[CH2:35]([N:38]1[C:50]2[C:49]3[CH:48]=[CH:47][CH:46]=[CH:45][C:44]=3[N:43]=[C:42]([Cl:51])[C:41]=2[N:40]=[C:39]1[CH2:52][O:53][CH2:54][CH3:55])[CH:36]=[CH2:37]. Product: [OH:25][N:26]=[C:27]([Cl:34])[C:28]1[CH:33]=[CH:32][CH:31]=[CH:30][CH:29]=1.[Cl:51][C:42]1[C:41]2[N:40]=[C:39]([CH2:52][O:53][CH2:54][CH3:55])[N:38]([CH2:35][CH:36]3[O:9][N:8]=[C:1]([C:2]4[CH:7]=[CH:6][CH:5]=[CH:4][CH:3]=4)[CH2:37]3)[C:50]=2[C:49]2[CH:48]=[CH:47][CH:46]=[CH:45][C:44]=2[N:43]=1. The catalyst class is: 174. (2) Reactant: [I:1][C:2]1[C:10]2[C:5](=[N:6][CH:7]=[N:8][C:9]=2[NH2:11])N[N:3]=1.O[CH:13]1[CH2:18][CH2:17][CH:16]([C:19]([O:21][CH2:22][CH3:23])=[O:20])[CH2:15][CH2:14]1.[C:24]1(P(C2C=CC=CC=2)C2C=CC=CC=2)C=CC=CC=1.N(C(OCC)=O)=NC(OCC)=O. Product: [NH2:11][C:9]1[C:10]2[C:2]([I:1])=[N:3][CH:24]([CH:13]3[CH2:18][CH2:17][CH:16]([C:19]([O:21][CH2:22][CH3:23])=[O:20])[CH2:15][CH2:14]3)[C:5]=2[N:6]=[CH:7][N:8]=1. The catalyst class is: 30. (3) Reactant: [CH2:1]([C:5]1[N:10]=[C:9]([CH2:11][CH3:12])[N:8]([CH2:13][CH:14]([OH:19])[C:15]([CH3:18])([CH3:17])[CH3:16])[C:7](=[O:20])[C:6]=1[CH2:21][C:22]1[CH:27]=[CH:26][C:25]([C:28]2[CH:33]=[CH:32][CH:31]=[CH:30][C:29]=2[C:34]2[NH:38][C:37](=[O:39])[O:36][N:35]=2)=[CH:24][CH:23]=1)[CH2:2][CH2:3][CH3:4].CC(OI1(OC(C)=O)(OC(C)=O)OC(=O)C2C1=CC=CC=2)=O.C(=O)([O-])O.[Na+].S([O-])([O-])(=O)=S.[Na+].[Na+]. Product: [CH2:1]([C:5]1[N:10]=[C:9]([CH2:11][CH3:12])[N:8]([CH2:13][C:14](=[O:19])[C:15]([CH3:16])([CH3:18])[CH3:17])[C:7](=[O:20])[C:6]=1[CH2:21][C:22]1[CH:27]=[CH:26][C:25]([C:28]2[CH:33]=[CH:32][CH:31]=[CH:30][C:29]=2[C:34]2[NH:38][C:37](=[O:39])[O:36][N:35]=2)=[CH:24][CH:23]=1)[CH2:2][CH2:3][CH3:4]. The catalyst class is: 4. (4) Reactant: [Cl-].O[NH3+:3].[C:4](=[O:7])([O-:6])O.[Na+].CS(C)=O.[C:13]([C:15]1[CH:20]=[CH:19][CH:18]=[CH:17][C:16]=1[C:21]1[CH:26]=[CH:25][C:24]([CH2:27][C:28]2[C:29](=[O:51])[N:30]([C@H:40]3[CH2:45][CH2:44][C@H:43]([C:46]([O:48][CH2:49][CH3:50])=[O:47])[CH2:42][CH2:41]3)[C:31]3[N:32]([N:37]=[CH:38][N:39]=3)[C:33]=2[CH2:34][CH2:35][CH3:36])=[CH:23][CH:22]=1)#[N:14]. Product: [O:51]=[C:29]1[C:28]([CH2:27][C:24]2[CH:25]=[CH:26][C:21]([C:16]3[CH:17]=[CH:18][CH:19]=[CH:20][C:15]=3[C:13]3[NH:3][C:4](=[O:7])[O:6][N:14]=3)=[CH:22][CH:23]=2)=[C:33]([CH2:34][CH2:35][CH3:36])[N:32]2[N:37]=[CH:38][N:39]=[C:31]2[N:30]1[C@H:40]1[CH2:45][CH2:44][C@H:43]([C:46]([O:48][CH2:49][CH3:50])=[O:47])[CH2:42][CH2:41]1. The catalyst class is: 13. (5) Reactant: [H-].[Al+3].[Li+].[H-].[H-].[H-].[OH:7][C:8]1[CH:9]=[CH:10][C:11]([CH3:24])=[C:12]([NH:14][C:15]([C:17]2[N:21]([CH3:22])[N:20]=[C:19]([CH3:23])[CH:18]=2)=O)[CH:13]=1.S([O-])([O-])(=O)=O.[Na+].[Na+].S([O-])([O-])(=O)=O.[Mg+2]. Product: [CH3:22][N:21]1[C:17]([CH2:15][NH:14][C:12]2[CH:13]=[C:8]([OH:7])[CH:9]=[CH:10][C:11]=2[CH3:24])=[CH:18][C:19]([CH3:23])=[N:20]1. The catalyst class is: 7. (6) Reactant: [N+](C1C=CC=CC=1S[S:11][C@H:12]1[C:20]2[C:15](=[CH:16][CH:17]=[CH:18][CH:19]=2)[C@H:14]([N:21]2[C:29](=[O:30])[C:28]3[C:23](=[CH:24][CH:25]=[CH:26][CH:27]=3)[C:22]2=[O:31])[CH2:13]1)([O-])=O.C(=O)([O-])[O-].[K+].[K+].SC[C@H]([C@@H](CS)O)O.OP([O-])(O)=O.[K+]. Product: [SH:11][C@H:12]1[C:20]2[C:15](=[CH:16][CH:17]=[CH:18][CH:19]=2)[C@H:14]([N:21]2[C:29](=[O:30])[C:28]3[C:23](=[CH:24][CH:25]=[CH:26][CH:27]=3)[C:22]2=[O:31])[CH2:13]1. The catalyst class is: 467. (7) Reactant: [NH:1]([C:10]([O:12][C:13]([CH3:16])([CH3:15])[CH3:14])=[O:11])[C@H:2](C(O)=O)[CH2:3][CH2:4][CH2:5][CH3:6].C1C=CC2N(O)N=NC=2C=1.CN([C:30]([O:34]N1N=NC2C=CC=CC1=2)=[N+](C)C)C.F[P-](F)(F)(F)(F)F.CCN(C(C)C)C(C)C.[C:60]([O:64][CH2:65][CH:66]1[C:78]2[CH:77]=[CH:76][CH:75]=[CH:74][C:73]=2[C:72]2[C:67]1=[CH:68][CH:69]=[CH:70][CH:71]=2)(=[O:63])[NH:61][NH2:62]. Product: [C:13]([O:12][C:10]([NH:1][CH2:2][CH2:3][CH2:4][CH2:5][CH2:6][C:30]([NH:62][NH:61][C:60]([O:64][CH2:65][CH:66]1[C:67]2[CH:68]=[CH:69][CH:70]=[CH:71][C:72]=2[C:73]2[C:78]1=[CH:77][CH:76]=[CH:75][CH:74]=2)=[O:63])=[O:34])=[O:11])([CH3:14])([CH3:15])[CH3:16]. The catalyst class is: 174. (8) Reactant: C1C=CC2N(O)N=NC=2C=1.CCN(C(C)C)C(C)C.[Cl:20][C:21]1[CH:29]=[CH:28][C:27]([Cl:30])=[CH:26][C:22]=1[C:23]([OH:25])=O.CCN=C=NCCCN(C)C.Cl.[C:43]([O:47][C:48](=[O:59])[NH:49][CH2:50][C:51](=[O:58])[N:52]1[CH2:57][CH2:56][NH:55][CH2:54][CH2:53]1)([CH3:46])([CH3:45])[CH3:44]. Product: [C:43]([O:47][C:48](=[O:59])[NH:49][CH2:50][C:51]([N:52]1[CH2:53][CH2:54][N:55]([C:23](=[O:25])[C:22]2[CH:26]=[C:27]([Cl:30])[CH:28]=[CH:29][C:21]=2[Cl:20])[CH2:56][CH2:57]1)=[O:58])([CH3:46])([CH3:44])[CH3:45]. The catalyst class is: 18.